From a dataset of Kir2.1 potassium channel HTS with 301,493 compounds. Binary Classification. Given a drug SMILES string, predict its activity (active/inactive) in a high-throughput screening assay against a specified biological target. (1) The compound is O(CC(=O)c1c(c([nH]c1C)C)C(OCC)=O)C(=O)c1c(OC)cccc1OC. The result is 0 (inactive). (2) The molecule is Brc1oc(C(OCC(=O)NCc2occc2)=O)cc1. The result is 0 (inactive). (3) The molecule is Fc1c([N+]([O-])=O)cc(NC(=O)C(NC(=O)c2c(cccc2)C)CC(C)C)cc1. The result is 0 (inactive). (4) The compound is S(=O)(=O)(N(CC(CC(=O)Nc1noc(c1)C)c1ccccc1)C)c1ccccc1. The result is 0 (inactive). (5) The molecule is O=C(NC)c1ccc(Nc2nnc(c3c2cccc3)c2ccc(cc2)C(=O)N)cc1. The result is 0 (inactive). (6) The molecule is O=C(Nc1ccc(C2(c3c(c4c2cccc4)cccc3)c2ccc(NC(=O)/C=C\C(O)=O)cc2)cc1)/C=C\C(O)=O. The result is 0 (inactive). (7) The drug is s1c(CC(=O)N(CC(=O)Nc2c(cccc2)C(F)(F)F)C)c(nc1C)c1ccc(F)cc1. The result is 0 (inactive).